Regression. Given two drug SMILES strings and cell line genomic features, predict the synergy score measuring deviation from expected non-interaction effect. From a dataset of NCI-60 drug combinations with 297,098 pairs across 59 cell lines. (1) Drug 1: C1C(C(OC1N2C=NC3=C(N=C(N=C32)Cl)N)CO)O. Drug 2: C(CC(=O)O)C(=O)CN.Cl. Cell line: 786-0. Synergy scores: CSS=8.71, Synergy_ZIP=-5.94, Synergy_Bliss=-3.95, Synergy_Loewe=-4.82, Synergy_HSA=-4.56. (2) Drug 1: COC1=C(C=C2C(=C1)N=CN=C2NC3=CC(=C(C=C3)F)Cl)OCCCN4CCOCC4. Drug 2: C1CC(C1)(C(=O)O)C(=O)O.[NH2-].[NH2-].[Pt+2]. Cell line: OVCAR-4. Synergy scores: CSS=28.6, Synergy_ZIP=-9.77, Synergy_Bliss=-2.13, Synergy_Loewe=-1.07, Synergy_HSA=0.220. (3) Drug 1: CCCCCOC(=O)NC1=NC(=O)N(C=C1F)C2C(C(C(O2)C)O)O. Drug 2: C1C(C(OC1N2C=NC(=NC2=O)N)CO)O. Cell line: T-47D. Synergy scores: CSS=1.94, Synergy_ZIP=0.647, Synergy_Bliss=2.37, Synergy_Loewe=-0.790, Synergy_HSA=-1.71.